Dataset: Reaction yield outcomes from USPTO patents with 853,638 reactions. Task: Predict the reaction yield, written as a fraction of the theoretical maximum amount of product (1.0 means a 100% yield; for example, 0.34 means a 34% yield). The reactants are [N+:1]([C:4]1[C:13]2[C:12](=[O:14])O[C:10]([CH3:15])=[N:9][C:8]=2[CH:7]=[CH:6][CH:5]=1)([O-:3])=[O:2].Cl.[NH2:17][CH:18]1[CH2:23][CH2:22][C:21](=[O:24])[NH:20][C:19]1=[O:25].CO. The catalyst is N1C=CC=CC=1. The product is [CH3:15][C:10]1[N:17]([CH:18]2[CH2:23][CH2:22][C:21](=[O:24])[NH:20][C:19]2=[O:25])[C:12](=[O:14])[C:13]2[C:8](=[CH:7][CH:6]=[CH:5][C:4]=2[N+:1]([O-:3])=[O:2])[N:9]=1. The yield is 0.270.